The task is: Regression. Given a peptide amino acid sequence and an MHC pseudo amino acid sequence, predict their binding affinity value. This is MHC class II binding data.. This data is from Peptide-MHC class II binding affinity with 134,281 pairs from IEDB. (1) The peptide sequence is KLVLDIKYTRPGDSL. The MHC is HLA-DPA10103-DPB10301 with pseudo-sequence HLA-DPA10103-DPB10301. The binding affinity (normalized) is 0.609. (2) The peptide sequence is ENVKMEDVGYPIIID. The MHC is HLA-DQA10104-DQB10503 with pseudo-sequence HLA-DQA10104-DQB10503. The binding affinity (normalized) is 0.200.